This data is from Peptide-MHC class I binding affinity with 185,985 pairs from IEDB/IMGT. The task is: Regression. Given a peptide amino acid sequence and an MHC pseudo amino acid sequence, predict their binding affinity value. This is MHC class I binding data. (1) The peptide sequence is LAFGRTGYV. The MHC is HLA-C12:03 with pseudo-sequence HLA-C12:03. The binding affinity (normalized) is 1.00. (2) The binding affinity (normalized) is 0. The MHC is Mamu-B17 with pseudo-sequence Mamu-B17. The peptide sequence is EMIKKSEI. (3) The peptide sequence is IEDPPFNSL. The MHC is H-2-Kk with pseudo-sequence H-2-Kk. The binding affinity (normalized) is 0.274. (4) The peptide sequence is ALADRIYSF. The MHC is HLA-B51:01 with pseudo-sequence HLA-B51:01. The binding affinity (normalized) is 0. (5) The peptide sequence is SDYLELDTI. The MHC is Mamu-A2201 with pseudo-sequence Mamu-A2201. The binding affinity (normalized) is 0. (6) The peptide sequence is SCQGSDDIR. The MHC is HLA-A68:01 with pseudo-sequence HLA-A68:01. The binding affinity (normalized) is 0.0767. (7) The peptide sequence is LTSWIRYIQYG. The MHC is Mamu-A02 with pseudo-sequence Mamu-A02. The binding affinity (normalized) is 0.156. (8) The peptide sequence is ATAGLTHMMI. The MHC is HLA-A68:02 with pseudo-sequence HLA-A68:02. The binding affinity (normalized) is 0.545. (9) The peptide sequence is VIYQYMDDL. The binding affinity (normalized) is 0. The MHC is HLA-A24:02 with pseudo-sequence HLA-A24:02.